This data is from Merck oncology drug combination screen with 23,052 pairs across 39 cell lines. The task is: Regression. Given two drug SMILES strings and cell line genomic features, predict the synergy score measuring deviation from expected non-interaction effect. (1) Drug 1: O=P1(N(CCCl)CCCl)NCCCO1. Drug 2: Cn1cc(-c2cnn3c(N)c(Br)c(C4CCCNC4)nc23)cn1. Cell line: ZR751. Synergy scores: synergy=12.8. (2) Drug 1: O=c1[nH]cc(F)c(=O)[nH]1. Drug 2: CC1(c2nc3c(C(N)=O)cccc3[nH]2)CCCN1. Cell line: OVCAR3. Synergy scores: synergy=17.6.